Dataset: Full USPTO retrosynthesis dataset with 1.9M reactions from patents (1976-2016). Task: Predict the reactants needed to synthesize the given product. (1) Given the product [CH3:1][C:2]1[CH:6]=[C:5]([CH3:7])[N:4]([C:8]2[CH:13]=[CH:12][C:11]([C:14]([OH:16])=[O:15])=[CH:10][C:9]=2[OH:18])[N:3]=1, predict the reactants needed to synthesize it. The reactants are: [CH3:1][C:2]1[CH:6]=[C:5]([CH3:7])[N:4]([C:8]2[CH:13]=[CH:12][C:11]([C:14]([O:16]C)=[O:15])=[CH:10][C:9]=2[OH:18])[N:3]=1.[OH-].[Na+].O.Cl. (2) Given the product [NH2:7][C:6]1[CH:8]=[C:2]([N:16]2[CH2:17][CH2:18][C@H:14]([N:13]([CH3:19])[CH3:12])[CH2:15]2)[CH:3]=[CH:4][C:5]=1[N+:9]([O-:11])=[O:10], predict the reactants needed to synthesize it. The reactants are: F[C:2]1[CH:3]=[CH:4][C:5]([N+:9]([O-:11])=[O:10])=[C:6]([CH:8]=1)[NH2:7].[CH3:12][N:13]([CH3:19])[C@H:14]1[CH2:18][CH2:17][NH:16][CH2:15]1. (3) Given the product [CH3:1][O:2][C:3](=[O:26])[CH2:4][C@@H:5]1[N:11]=[C:10]([C:12]2[CH:17]=[CH:16][C:15]([Cl:18])=[CH:14][CH:13]=2)[C:9]2[CH:19]=[C:20]([O:23][CH3:24])[CH:21]=[CH:22][C:8]=2[N:7]=[C:6]1[NH:28][NH:29][C:37](=[O:39])[CH3:38], predict the reactants needed to synthesize it. The reactants are: [CH3:1][O:2][C:3](=[O:26])[CH2:4][C@@H:5]1[N:11]=[C:10]([C:12]2[CH:17]=[CH:16][C:15]([Cl:18])=[CH:14][CH:13]=2)[C:9]2[CH:19]=[C:20]([O:23][CH3:24])[CH:21]=[CH:22][C:8]=2[NH:7][C:6]1=S.O.[NH2:28][NH2:29].CCN(CC)CC.[C:37](Cl)(=[O:39])[CH3:38]. (4) Given the product [ClH:1].[NH:37]([C:38]([NH:3][C:4]1[C:12]2[S:11][C:10]([C:13]([NH:15][C@@H:16]3[CH:21]4[CH2:22][CH2:23][N:18]([CH2:19][CH2:20]4)[CH2:17]3)=[O:14])=[CH:9][C:8]=2[CH:7]=[CH:6][CH:5]=1)=[O:39])[C:31]1[CH:36]=[CH:35][CH:34]=[CH:33][CH:32]=1, predict the reactants needed to synthesize it. The reactants are: [ClH:1].Cl.[NH2:3][C:4]1[C:12]2[S:11][C:10]([C:13]([NH:15][C@@H:16]3[CH:21]4[CH2:22][CH2:23][N:18]([CH2:19][CH2:20]4)[CH2:17]3)=[O:14])=[CH:9][C:8]=2[CH:7]=[CH:6][CH:5]=1.C(N(CC)CC)C.[C:31]1([N:37]=[C:38]=[O:39])[CH:36]=[CH:35][CH:34]=[CH:33][CH:32]=1. (5) Given the product [Br:20][C:17]1[CH:18]=[CH:19][C:12]2[O:11][CH2:10][CH2:9][C:8]3[S:7][C:6]([C:4]([OH:5])=[O:3])=[N:15][C:14]=3[C:13]=2[CH:16]=1, predict the reactants needed to synthesize it. The reactants are: C([O:3][C:4]([C:6]1[S:7][C:8]2[CH2:9][CH2:10][O:11][C:12]3[CH:19]=[CH:18][C:17]([Br:20])=[CH:16][C:13]=3[C:14]=2[N:15]=1)=[O:5])C.[Li+].[OH-].C1COCC1. (6) Given the product [C:17]([O:21][C:22](=[O:41])[N:23]([CH2:30][C:31]1[CH:40]=[CH:39][C:34]2[O:35][CH2:36][CH2:37][O:38][C:33]=2[CH:32]=1)[CH:24]1[CH2:29][CH2:28][N:27]([CH2:14][CH2:13][N:8]2[C:9]3[C:4](=[C:3]([O:2][CH3:1])[CH:12]=[CH:11][CH:10]=3)[CH:5]=[CH:6][C:7]2=[O:16])[CH2:26][CH2:25]1)([CH3:20])([CH3:18])[CH3:19], predict the reactants needed to synthesize it. The reactants are: [CH3:1][O:2][C:3]1[CH:12]=[CH:11][CH:10]=[C:9]2[C:4]=1[CH:5]=[CH:6][C:7](=[O:16])[N:8]2[CH2:13][CH:14]=O.[C:17]([O:21][C:22](=[O:41])[N:23]([CH2:30][C:31]1[CH:40]=[CH:39][C:34]2[O:35][CH2:36][CH2:37][O:38][C:33]=2[CH:32]=1)[CH:24]1[CH2:29][CH2:28][NH:27][CH2:26][CH2:25]1)([CH3:20])([CH3:19])[CH3:18].C(O[BH-](OC(=O)C)OC(=O)C)(=O)C.[Na+].C(=O)([O-])O.[Na+]. (7) The reactants are: [Cl:1][C:2]1[N:7]=[C:6]([NH2:8])[N:5]=[C:4]([NH2:9])[C:3]=1I.[C:11]([C:13]1[CH:14]=[C:15]([OH:19])[CH:16]=[CH:17][CH:18]=1)#[CH:12].C(N(CC)CC)C. Given the product [NH2:8][C:6]1[N:5]=[C:4]([NH2:9])[C:3]([C:12]#[C:11][C:13]2[CH:14]=[C:15]([OH:19])[CH:16]=[CH:17][CH:18]=2)=[C:2]([Cl:1])[N:7]=1, predict the reactants needed to synthesize it. (8) Given the product [CH3:1][O:3][C:4](=[O:16])[CH2:5][O:6][C:7]1[CH:8]=[C:9]2[C:13](=[CH:14][CH:15]=1)[N:12]([S:34]([C:32]1[S:33][C:29]([C:22]3[CH:23]=[C:24]([C:25]([F:26])([F:27])[F:28])[N:20]([CH3:19])[N:21]=3)=[CH:30][CH:31]=1)(=[O:35])=[O:36])[CH:11]=[CH:10]2, predict the reactants needed to synthesize it. The reactants are: [CH2:1]([O:3][C:4](=[O:16])[CH2:5][O:6][C:7]1[CH:8]=[C:9]2[C:13](=[CH:14][CH:15]=1)[NH:12][CH:11]=[CH:10]2)C.[H-].[Na+].[CH3:19][N:20]1[C:24]([C:25]([F:28])([F:27])[F:26])=[CH:23][C:22]([C:29]2[S:33][C:32]([S:34](Cl)(=[O:36])=[O:35])=[CH:31][CH:30]=2)=[N:21]1.